From a dataset of Forward reaction prediction with 1.9M reactions from USPTO patents (1976-2016). Predict the product of the given reaction. (1) Given the reactants [Cl:1][C:2]1[CH:7]=[CH:6][C:5]([C:8]2[CH:13]=[CH:12][C:11]([C:14](=O)[CH2:15][CH2:16][C:17]([OH:19])=[O:18])=[CH:10][CH:9]=2)=[CH:4][CH:3]=1.Cl.[NH2:22][OH:23].C(=O)([O-])[O-].[Na+].[Na+].Cl, predict the reaction product. The product is: [Cl:1][C:2]1[CH:7]=[CH:6][C:5]([C:8]2[CH:13]=[CH:12][C:11]([C:14](=[N:22][OH:23])[CH2:15][CH2:16][C:17]([OH:19])=[O:18])=[CH:10][CH:9]=2)=[CH:4][CH:3]=1. (2) Given the reactants P(Cl)(Cl)([Cl:3])=O.Cl.[F:7][C:8]1[CH:9]=[C:10]([CH:32]=[CH:33][CH:34]=1)[CH2:11][N:12]1[C:16]2=[C:17]([N:21]3[CH2:30][CH2:29][C:28]4[C:23](=[CH:24][CH:25]=[CH:26][CH:27]=4)[CH2:22]3)[N:18]=[CH:19][CH:20]=[C:15]2[CH:14]=[C:13]1[CH3:31].[C:35](=O)(O)[O-:36].[Na+], predict the reaction product. The product is: [ClH:3].[CH2:22]1[C:23]2[C:28](=[CH:27][CH:26]=[CH:25][CH:24]=2)[CH2:29][CH2:30][N:21]1[C:17]1[N:18]=[CH:19][CH:20]=[C:15]2[C:14]([CH:35]=[O:36])=[C:13]([CH3:31])[N:12]([CH2:11][C:10]3[CH:32]=[CH:33][CH:34]=[C:8]([F:7])[CH:9]=3)[C:16]=12. (3) Given the reactants C(N(C(C)C)CC)(C)C.[Cl:10][C:11]1[CH:19]=[C:18]([C:20](=[O:30])[CH2:21][CH2:22][C:23]2[CH:28]=[CH:27][CH:26]=[C:25]([OH:29])[CH:24]=2)[CH:17]=[CH:16][C:12]=1[C:13]([OH:15])=O.[CH3:31][O:32][C:33](=[O:42])[CH:34]([P:36]([O:40][CH3:41])([O:38][CH3:39])=[O:37])[NH2:35].COC(=O)C(P(OC)(OC)=O)NC(OCC1C=CC=CC=1)=O.F[P-](F)(F)(F)(F)F.N1(OC(N(C)C)=[N+](C)C)C2C=CC=CC=2N=N1.ON1C2C=CC=CC=2N=N1, predict the reaction product. The product is: [CH3:31][O:32][C:33](=[O:42])[CH:34]([P:36]([O:38][CH3:39])([O:40][CH3:41])=[O:37])[NH:35][C:13](=[O:15])[C:12]1[CH:16]=[CH:17][C:18]([C:20](=[O:30])[CH2:21][CH2:22][C:23]2[CH:28]=[CH:27][CH:26]=[C:25]([OH:29])[CH:24]=2)=[CH:19][C:11]=1[Cl:10]. (4) Given the reactants [Cl:1][C:2]1[CH:7]=[CH:6][C:5]([C:8]2[N:9]([CH2:18][CH:19]([OH:24])[C:20]([F:23])([F:22])[F:21])[C:10](=[O:17])[N:11]([CH2:13][C:14](O)=[O:15])[CH:12]=2)=[CH:4][CH:3]=1.C(Cl)CCl.C1C=CC2N(O)N=NC=2C=1.[C:39](=[O:53])([O:41][CH2:42][CH:43]([NH2:52])[C:44]1[CH:49]=[CH:48][CH:47]=[C:46](Cl)[C:45]=1Cl)[NH2:40].Cl, predict the reaction product. The product is: [C:39](=[O:53])([O:41][CH2:42][CH:43]([NH:52][C:14](=[O:15])[CH2:13][N:11]1[CH:12]=[C:8]([C:5]2[CH:6]=[CH:7][C:2]([Cl:1])=[CH:3][CH:4]=2)[N:9]([CH2:18][CH:19]([OH:24])[C:20]([F:23])([F:22])[F:21])[C:10]1=[O:17])[C:44]1[CH:49]=[CH:48][CH:47]=[C:46]([C:20]([F:23])([F:22])[F:21])[CH:45]=1)[NH2:40]. (5) Given the reactants ICl.C1C(=O)N(Br)C(=O)C1.IC1C2OC=CC=2C=C(S([NH:24][C:25]2[CH:30]=[C:29]([CH3:31])[CH:28]=[CH:27][C:26]=2[O:32][CH3:33])(=O)=O)C=1, predict the reaction product. The product is: [CH3:31][C:29]1[CH:28]=[CH:27][C:26]([O:32][CH3:33])=[C:25]([NH2:24])[CH:30]=1. (6) Given the reactants [C:1]([O:5][C:6]([N:8]1[CH2:14][CH2:13][CH2:12][CH:11]([OH:15])[CH2:10][CH2:9]1)=[O:7])([CH3:4])([CH3:3])[CH3:2].C1OCCOCCOCCOCCOCCOC1.CC(C)([O-])C.[K+].Br[CH2:41][C:42]1[C:43]([C:50]2[C:55]([Cl:56])=[CH:54][CH:53]=[CH:52][C:51]=2[Cl:57])=[N:44][O:45][C:46]=1[CH:47]1[CH2:49][CH2:48]1, predict the reaction product. The product is: [C:1]([O:5][C:6]([N:8]1[CH2:14][CH2:13][CH2:12][CH:11]([O:15][CH2:41][C:42]2[C:43]([C:50]3[C:51]([Cl:57])=[CH:52][CH:53]=[CH:54][C:55]=3[Cl:56])=[N:44][O:45][C:46]=2[CH:47]2[CH2:49][CH2:48]2)[CH2:10][CH2:9]1)=[O:7])([CH3:4])([CH3:2])[CH3:3].